Dataset: NCI-60 drug combinations with 297,098 pairs across 59 cell lines. Task: Regression. Given two drug SMILES strings and cell line genomic features, predict the synergy score measuring deviation from expected non-interaction effect. Drug 1: CN(C)N=NC1=C(NC=N1)C(=O)N. Drug 2: CCC(=C(C1=CC=CC=C1)C2=CC=C(C=C2)OCCN(C)C)C3=CC=CC=C3.C(C(=O)O)C(CC(=O)O)(C(=O)O)O. Cell line: HT29. Synergy scores: CSS=2.45, Synergy_ZIP=-0.724, Synergy_Bliss=0.210, Synergy_Loewe=-3.48, Synergy_HSA=-2.10.